From a dataset of CYP1A2 inhibition data for predicting drug metabolism from PubChem BioAssay. Regression/Classification. Given a drug SMILES string, predict its absorption, distribution, metabolism, or excretion properties. Task type varies by dataset: regression for continuous measurements (e.g., permeability, clearance, half-life) or binary classification for categorical outcomes (e.g., BBB penetration, CYP inhibition). Dataset: cyp1a2_veith. (1) The drug is CC(C)C(=O)c1c(C(C)C)nn2ccccc12. The result is 1 (inhibitor). (2) The result is 0 (non-inhibitor). The molecule is Cc1ccccc1C(=O)NNC(=O)c1ccoc1C. (3) The compound is CCNc1nc(NC(C)C)nc(SCCOc2ccc(C)cc2)n1. The result is 1 (inhibitor).